This data is from Full USPTO retrosynthesis dataset with 1.9M reactions from patents (1976-2016). The task is: Predict the reactants needed to synthesize the given product. (1) Given the product [Cl:26][C:27]1[CH:49]=[CH:48][C:30]([CH2:31][NH:32][C:33]([C:35]2[C:36](=[O:47])[C:37]3[CH:44]=[C:43]([CH2:45][N:2]([CH2:3][CH:4]([C:6]4[O:7][C:8]([C:11]5[CH:16]=[CH:15][CH:14]=[CH:13][CH:12]=5)=[CH:9][CH:10]=4)[OH:5])[CH3:1])[S:42][C:38]=3[N:39]([CH3:41])[CH:40]=2)=[O:34])=[CH:29][CH:28]=1, predict the reactants needed to synthesize it. The reactants are: [CH3:1][NH:2][CH2:3][CH:4]([C:6]1[O:7][C:8]([C:11]2[CH:16]=[CH:15][CH:14]=[CH:13][CH:12]=2)=[CH:9][CH:10]=1)[OH:5].C(N(CC)C(C)C)(C)C.[Cl:26][C:27]1[CH:49]=[CH:48][C:30]([CH2:31][NH:32][C:33]([C:35]2[C:36](=[O:47])[C:37]3[CH:44]=[C:43]([CH2:45]Cl)[S:42][C:38]=3[N:39]([CH3:41])[CH:40]=2)=[O:34])=[CH:29][CH:28]=1.O. (2) The reactants are: C([OH:4])CC.[ClH:5].[NH2:6][C:7]1[C:12]([C:13]2[CH:18]=[CH:17][C:16]([NH:19][C:20]([C:22]3[C:27](=[O:28])[C:26]([C:29]4[CH:34]=[CH:33][C:32]([F:35])=[CH:31][CH:30]=4)=[CH:25][N:24]([CH2:36][C:37]([F:40])([F:39])[F:38])[CH:23]=3)=[O:21])=[CH:15][CH:14]=2)=[CH:11][C:10]([C:41]2[CH:46]=[CH:45][C:44]([O:47][CH3:48])=[C:43]([O:49][CH3:50])[CH:42]=2)=[CH:9][N:8]=1. Given the product [OH2:4].[ClH:5].[NH2:6][C:7]1[C:12]([C:13]2[CH:14]=[CH:15][C:16]([NH:19][C:20]([C:22]3[C:27](=[O:28])[C:26]([C:29]4[CH:30]=[CH:31][C:32]([F:35])=[CH:33][CH:34]=4)=[CH:25][N:24]([CH2:36][C:37]([F:38])([F:39])[F:40])[CH:23]=3)=[O:21])=[CH:17][CH:18]=2)=[CH:11][C:10]([C:41]2[CH:46]=[CH:45][C:44]([O:47][CH3:48])=[C:43]([O:49][CH3:50])[CH:42]=2)=[CH:9][N:8]=1, predict the reactants needed to synthesize it. (3) Given the product [F:19][CH2:20][CH2:21][O:1][C:2]1[CH:3]=[CH:4][C:5]([C:6]([O:8][CH2:9][CH3:10])=[O:7])=[CH:11][CH:12]=1, predict the reactants needed to synthesize it. The reactants are: [OH:1][C:2]1[CH:12]=[CH:11][C:5]([C:6]([O:8][CH2:9][CH3:10])=[O:7])=[CH:4][CH:3]=1.C([O-])([O-])=O.[K+].[K+].[F:19][CH2:20][CH2:21]I.CCOCC. (4) Given the product [OH:18][CH:3]1[C:2]([CH3:1])([CH3:19])[S:6][C:5](=[O:7])[N:4]1[CH2:8][C:9]1[CH:14]=[CH:13][CH:12]=[CH:11][C:10]=1[N+:15]([O-:17])=[O:16], predict the reactants needed to synthesize it. The reactants are: [CH3:1][C:2]1([CH3:19])[S:6][C:5](=[O:7])[N:4]([CH2:8][C:9]2[CH:14]=[CH:13][CH:12]=[CH:11][C:10]=2[N+:15]([O-:17])=[O:16])[C:3]1=[O:18].[BH4-].[Li+].[Cl-].[NH4+]. (5) Given the product [CH3:1][O:2][C:3]1[CH:44]=[C:43]([O:45][CH3:46])[CH:42]=[CH:41][C:4]=1[CH2:5][NH:6][C:7]1[C:8]2[CH:15]=[CH:14][N:13]([C@H:16]3[C@H:20]4[C@H:19]([O:23][C:22]([CH3:25])([CH3:24])[O:21]4)[C@@H:18]([CH2:26][NH:27][CH3:40])[O:17]3)[C:9]=2[N:10]=[CH:11][N:12]=1, predict the reactants needed to synthesize it. The reactants are: [CH3:1][O:2][C:3]1[CH:44]=[C:43]([O:45][CH3:46])[CH:42]=[CH:41][C:4]=1[CH2:5][NH:6][C:7]1[C:8]2[CH:15]=[CH:14][N:13]([C@H:16]3[C@@H:20]4[O:21][C:22]([CH3:25])([CH3:24])[O:23][C@@H:19]4[C@@H:18]([CH2:26][N:27]([CH3:40])S(C4C=CC=CC=4[N+]([O-])=O)(=O)=O)[O:17]3)[C:9]=2[N:10]=[CH:11][N:12]=1.C(=O)([O-])[O-].[Cs+].[Cs+].C(#N)C.C1(S)C=CC=CC=1. (6) Given the product [CH2:1]([O:8][C:9]1[C:10]([C:30]([O:32][C:33]([CH3:36])([CH3:35])[CH3:34])=[O:31])=[N:11][C:12]([CH2:16][CH:17]2[CH2:22][CH2:21][N:20]([C:23]3[N:28]=[CH:27][C:26]([C:37]4[CH:42]=[CH:41][CH:40]=[CH:39][CH:38]=4)=[CH:25][N:24]=3)[CH2:19][CH2:18]2)=[N:13][C:14]=1[CH3:15])[C:2]1[CH:7]=[CH:6][CH:5]=[CH:4][CH:3]=1, predict the reactants needed to synthesize it. The reactants are: [CH2:1]([O:8][C:9]1[C:10]([C:30]([O:32][C:33]([CH3:36])([CH3:35])[CH3:34])=[O:31])=[N:11][C:12]([CH2:16][CH:17]2[CH2:22][CH2:21][N:20]([C:23]3[N:28]=[CH:27][C:26](Br)=[CH:25][N:24]=3)[CH2:19][CH2:18]2)=[N:13][C:14]=1[CH3:15])[C:2]1[CH:7]=[CH:6][CH:5]=[CH:4][CH:3]=1.[C:37]1(B(O)O)[CH:42]=[CH:41][CH:40]=[CH:39][CH:38]=1.O.P([O-])([O-])([O-])=O.[K+].[K+].[K+]. (7) Given the product [NH2:37][C:2]1[N:7]=[C:6]([C:8]2[O:12][C:11]([C:13]([CH3:16])([CH3:15])[CH3:14])=[N:10][C:9]=2[C:17]2[C:18]([F:35])=[C:19]([NH:23][S:24]([C:27]3[C:32]([F:33])=[CH:31][CH:30]=[CH:29][C:28]=3[F:34])(=[O:26])=[O:25])[CH:20]=[CH:21][CH:22]=2)[CH:5]=[CH:4][N:3]=1, predict the reactants needed to synthesize it. The reactants are: Cl[C:2]1[N:7]=[C:6]([C:8]2[O:12][C:11]([C:13]([CH3:16])([CH3:15])[CH3:14])=[N:10][C:9]=2[C:17]2[C:18]([F:35])=[C:19]([NH:23][S:24]([C:27]3[C:32]([F:33])=[CH:31][CH:30]=[CH:29][C:28]=3[F:34])(=[O:26])=[O:25])[CH:20]=[CH:21][CH:22]=2)[CH:5]=[CH:4][N:3]=1.[OH-].[NH4+:37]. (8) Given the product [ClH:1].[F:8][C:9]1[CH:14]=[CH:13][C:12]([F:15])=[CH:11][C:10]=1[C:16]1[S:20][C:19]([CH2:27][CH2:28][NH:6][C:5]([NH2:7])=[N:4][O:3][CH3:2])([C:21]2[CH:26]=[CH:25][CH:24]=[CH:23][CH:22]=2)[N:18]([C:32](=[O:37])[C@@H:33]([O:35][CH3:36])[CH3:34])[N:17]=1, predict the reactants needed to synthesize it. The reactants are: [ClH:1].[CH3:2][O:3][N:4]=[C:5]([NH2:7])[NH2:6].[F:8][C:9]1[CH:14]=[CH:13][C:12]([F:15])=[CH:11][C:10]=1[C:16]1[S:20][C:19]([CH2:27][CH2:28]NC#N)([C:21]2[CH:26]=[CH:25][CH:24]=[CH:23][CH:22]=2)[N:18]([C:32](=[O:37])[C@@H:33]([O:35][CH3:36])[CH3:34])[N:17]=1.Cl.CON.C(N(CC)CC)C. (9) Given the product [NH2:6][C:7]1[CH:8]=[CH:9][CH:10]=[CH:11][C:1]=1[C:2]([NH:24][CH2:23][C:22]([F:26])([F:25])[F:21])=[O:4], predict the reactants needed to synthesize it. The reactants are: [C:1]12[C:7](=[CH:8][CH:9]=[CH:10][CH:11]=1)[NH:6]C(=O)[O:4][C:2]2=O.C(N(CC)CC)C.Cl.[F:21][C:22]([F:26])([F:25])[CH2:23][NH2:24]. (10) Given the product [F:39][C:36]1[CH:35]=[CH:34][C:33]([CH:26]([C:23]2[CH:24]=[CH:25][C:20]([F:19])=[CH:21][CH:22]=2)[N:27]2[CH2:28][CH2:29][N:30]([CH2:17][CH2:16][CH2:15][C:9]3[CH:10]=[C:11]([CH2:12][CH2:13][CH3:14])[N:7]([C:1]4[CH:6]=[CH:5][CH:4]=[CH:3][CH:2]=4)[N:8]=3)[CH2:31][CH2:32]2)=[CH:38][CH:37]=1, predict the reactants needed to synthesize it. The reactants are: [C:1]1([N:7]2[C:11]([CH2:12][CH2:13][CH3:14])=[CH:10][C:9]([CH2:15][CH2:16][CH:17]=O)=[N:8]2)[CH:6]=[CH:5][CH:4]=[CH:3][CH:2]=1.[F:19][C:20]1[CH:25]=[CH:24][C:23]([CH:26]([C:33]2[CH:38]=[CH:37][C:36]([F:39])=[CH:35][CH:34]=2)[N:27]2[CH2:32][CH2:31][NH:30][CH2:29][CH2:28]2)=[CH:22][CH:21]=1.CCN(C(C)C)C(C)C.[BH-](OC(C)=O)(OC(C)=O)OC(C)=O.[Na+].